Dataset: Reaction yield outcomes from USPTO patents with 853,638 reactions. Task: Predict the reaction yield, written as a fraction of the theoretical maximum amount of product (1.0 means a 100% yield; for example, 0.34 means a 34% yield). (1) The reactants are CO[C:3](=[O:14])[C:4]1[C:9]([Cl:10])=[CH:8][C:7]([Br:11])=[CH:6][C:5]=1[CH2:12]Br.[F:15][C:16]1([F:24])[CH2:21][CH2:20][CH:19]([CH2:22][NH2:23])[CH2:18][CH2:17]1.C([O-])([O-])=O.[K+].[K+]. The product is [Br:11][C:7]1[CH:6]=[C:5]2[C:4](=[C:9]([Cl:10])[CH:8]=1)[C:3](=[O:14])[N:23]([CH2:22][CH:19]1[CH2:20][CH2:21][C:16]([F:24])([F:15])[CH2:17][CH2:18]1)[CH2:12]2. The catalyst is C1(C)C=CC=CC=1. The yield is 0.450. (2) The reactants are [OH:1][CH2:2][C:3]([CH3:40])([CH3:39])[O:4][C:5]1[CH:10]=[CH:9][C:8]([N:11]2[C:16](=[O:17])[C:15]([CH2:18][C:19]3[CH:24]=[CH:23][C:22]([C:25]4[C:26]([C:31]#[N:32])=[CH:27][CH:28]=[CH:29][CH:30]=4)=[CH:21][CH:20]=3)=[C:14]([CH2:33][CH2:34][CH3:35])[N:13]3[N:36]=[CH:37][N:38]=[C:12]23)=[CH:7][CH:6]=1.CC(OI1(OC(C)=O)(OC(C)=O)OC(=O)C2C1=CC=CC=2)=O.C(OCC)(=O)C.S([O-])([O-])(=O)=S.[Na+].[Na+]. The catalyst is C(Cl)Cl.O. The product is [CH3:40][C:3]([CH3:39])([O:4][C:5]1[CH:10]=[CH:9][C:8]([N:11]2[C:16](=[O:17])[C:15]([CH2:18][C:19]3[CH:24]=[CH:23][C:22]([C:25]4[C:26]([C:31]#[N:32])=[CH:27][CH:28]=[CH:29][CH:30]=4)=[CH:21][CH:20]=3)=[C:14]([CH2:33][CH2:34][CH3:35])[N:13]3[N:36]=[CH:37][N:38]=[C:12]23)=[CH:7][CH:6]=1)[CH:2]=[O:1]. The yield is 0.990. (3) The reactants are [C:1]([C:5]1[CH:14]=[CH:13][C:12]([NH2:15])=[CH:11][C:6]=1[C:7](OC)=[O:8])([CH3:4])([CH3:3])[CH3:2].[H-].[H-].[H-].[H-].[Li+].[Al+3]. The catalyst is C1COCC1.O. The product is [C:1]([C:5]1[CH:14]=[CH:13][C:12]([NH2:15])=[CH:11][C:6]=1[CH2:7][OH:8])([CH3:4])([CH3:2])[CH3:3]. The yield is 0.200. (4) The reactants are Br[C:2]1[CH:7]=[CH:6][N:5]=[C:4]([O:8][CH3:9])[CH:3]=1.[F:10][C:11]1[CH:16]=[C:15]([O:17][CH3:18])[CH:14]=[CH:13][C:12]=1B(O)O.C([O-])([O-])=O.[K+].[K+]. The product is [F:10][C:11]1[CH:16]=[C:15]([O:17][CH3:18])[CH:14]=[CH:13][C:12]=1[C:2]1[CH:7]=[CH:6][N:5]=[C:4]([O:8][CH3:9])[CH:3]=1. The yield is 0.570. The catalyst is CS(C)=O.[Pd](Cl)Cl.C1(P(C2C=CC=CC=2)C2C=CC=CC=2)C=CC=CC=1.C1(P(C2C=CC=CC=2)C2C=CC=CC=2)C=CC=CC=1. (5) The reactants are [F:1][C:2]1[CH:7]=[CH:6][C:5]([OH:8])=[CH:4][CH:3]=1.[Br:9][CH2:10][CH2:11][CH2:12]Br.C([O-])([O-])=O.[Cs+].[Cs+]. The catalyst is C(#N)C. The product is [F:1][C:2]1[CH:7]=[CH:6][C:5]([O:8][CH2:12][CH2:11][CH2:10][Br:9])=[CH:4][CH:3]=1. The yield is 0.147. (6) The reactants are [CH3:1][C:2]1[CH:7]=[CH:6][C:5]([C:8]2[CH:9]=[C:10]([S:14](Cl)(=[O:16])=[O:15])[CH:11]=[CH:12][CH:13]=2)=[CH:4][CH:3]=1.[NH2:18][C:19]1[CH:20]=[C:21]([C:25]2[NH:29][N:28]=[N:27][N:26]=2)[CH:22]=[CH:23][CH:24]=1. No catalyst specified. The product is [C:2]1([CH3:1])[CH:7]=[CH:6][C:5]([C:8]2[CH:9]=[C:10]([S:14]([NH:18][C:19]3[CH:24]=[CH:23][CH:22]=[C:21]([C:25]4[NH:29][N:28]=[N:27][N:26]=4)[CH:20]=3)(=[O:16])=[O:15])[CH:11]=[CH:12][CH:13]=2)=[CH:4][CH:3]=1. The yield is 0.190. (7) The reactants are Cl[C:2]1[CH:3]=[C:4]([CH:7]=[CH:8][C:9]=1[CH3:10])[C:5]#[N:6].[CH2:11]([O:13][C:14]1[CH:15]=[C:16](B(O)O)[CH:17]=[CH:18][CH:19]=1)[CH3:12].[F-].[K+]. The catalyst is C1COCC1.C([O-])(=O)C.[Pd+2].C([O-])(=O)C.C1(P(C2CCCCC2)C2C=CC=CC=2C2C=CC=CC=2)CCCCC1. The product is [CH2:11]([O:13][C:14]1[CH:19]=[C:18]([C:2]2[C:9]([CH3:10])=[CH:8][CH:7]=[C:4]([C:5]#[N:6])[CH:3]=2)[CH:17]=[CH:16][CH:15]=1)[CH3:12]. The yield is 0.990. (8) The reactants are Cl.[CH2:2]([N:9]1[CH2:14][CH2:13][CH:12]([C:15]([O:17]CC)=O)[C:11](=O)[CH2:10]1)[C:3]1[CH:8]=[CH:7][CH:6]=[CH:5][CH:4]=1.[NH2:21][C:22]([NH2:24])=[S:23].[CH3:25][O-].[Na+].IC. The catalyst is CO. The product is [CH2:2]([N:9]1[CH2:14][CH2:13][CH:12]2[C:11](=[N:21][C:22]([S:23][CH3:25])=[N:24][C:15]2=[O:17])[CH2:10]1)[C:3]1[CH:8]=[CH:7][CH:6]=[CH:5][CH:4]=1. The yield is 0.880. (9) The reactants are Cl[CH2:2][C:3]1[CH:4]=[C:5]([O:12][CH3:13])[C:6]2[O:10][CH2:9][O:8][C:7]=2[CH:11]=1.[C-:14]#[N:15].[Na+].O. The catalyst is CS(C)=O. The product is [CH3:13][O:12][C:5]1[C:6]2[O:10][CH2:9][O:8][C:7]=2[CH:11]=[C:3]([CH2:2][C:14]#[N:15])[CH:4]=1. The yield is 0.450. (10) The reactants are O.[CH:2]([C:4]1[CH:9]=[CH:8][CH:7]=[CH:6][C:5]=1[S:10]([O-:13])(=[O:12])=[O:11])=O.[Na+:14].C(=O)([O-])[O-].[K+].[K+].[CH3:21][O:22][C:23]([CH2:25]P(OC)(OC)=O)=[O:24]. The catalyst is O. The product is [CH3:21][O:22][C:23]([CH:25]=[CH:2][C:4]1[CH:9]=[CH:8][CH:7]=[CH:6][C:5]=1[S:10]([O-:13])(=[O:12])=[O:11])=[O:24].[Na+:14]. The yield is 0.520.